Dataset: Full USPTO retrosynthesis dataset with 1.9M reactions from patents (1976-2016). Task: Predict the reactants needed to synthesize the given product. (1) Given the product [N:1]([CH2:10][CH2:11][C:12]1[C:13]([N+:18]([O-:20])=[O:19])=[N:14][CH:15]=[CH:16][CH:17]=1)=[N+:2]=[N-:3], predict the reactants needed to synthesize it. The reactants are: [N-:1]=[N+:2]=[N-:3].[Na+].CS(O[CH2:10][CH2:11][C:12]1[C:13]([N+:18]([O-:20])=[O:19])=[N:14][CH:15]=[CH:16][CH:17]=1)(=O)=O.C(=O)(O)[O-].[Na+].C(Cl)Cl. (2) Given the product [CH2:1]([O:3][C:4](=[O:17])[CH:5]([N:6]([C:10]([O:12][C:13]([CH3:16])([CH3:15])[CH3:14])=[O:11])[CH:7]1[CH2:8][CH2:9]1)[C:18](=[O:20])[CH3:19])[CH3:2], predict the reactants needed to synthesize it. The reactants are: [CH2:1]([O:3][C:4](=[O:17])[CH2:5][N:6]([C:10]([O:12][C:13]([CH3:16])([CH3:15])[CH3:14])=[O:11])[CH:7]1[CH2:9][CH2:8]1)[CH3:2].[C:18](Cl)(=[O:20])[CH3:19]. (3) Given the product [CH3:38][N:20]([CH3:19])[CH2:21][CH2:22][CH2:23][O:24][C:25]1[CH:37]=[CH:36][C:28]([CH2:29][C:30]2[CH:31]=[C:32]([NH:35][CH:8]=[C:9]3[C:17]4[C:12](=[CH:13][CH:14]=[CH:15][CH:16]=4)[NH:11][C:10]3=[O:18])[NH:33][N:34]=2)=[CH:27][CH:26]=1, predict the reactants needed to synthesize it. The reactants are: NC1C=CNN=1.O/[CH:8]=[C:9]1\[C:10](=[O:18])[NH:11][C:12]2[C:17]\1=[CH:16][CH:15]=[CH:14][CH:13]=2.[CH3:19][N:20]([CH3:38])[CH2:21][CH2:22][CH2:23][O:24][C:25]1[CH:37]=[CH:36][C:28]([CH2:29][C:30]2[CH:31]=[C:32]([NH2:35])[NH:33][N:34]=2)=[CH:27][CH:26]=1. (4) Given the product [Cl:1][C:2]1[CH:7]=[C:6]([Cl:8])[CH:5]=[CH:4][C:3]=1[C:9]1[NH:31][C:16](=[O:17])[C:15]2[N:11]([N:12]=[C:13]([C:21]([O:23][CH2:24][CH3:25])=[O:22])[CH:14]=2)[CH:10]=1, predict the reactants needed to synthesize it. The reactants are: [Cl:1][C:2]1[CH:7]=[C:6]([Cl:8])[CH:5]=[CH:4][C:3]=1[C:9](=O)[CH2:10][N:11]1[C:15]([C:16](OCC)=[O:17])=[CH:14][C:13]([C:21]([O:23][CH2:24][CH3:25])=[O:22])=[N:12]1.C([O-])(=O)C.[NH4+:31].C(=O)([O-])[O-].[Na+].[Na+]. (5) Given the product [Cl:1][C:2]1[CH:9]=[CH:8][C:5]([C:6]#[N:7])=[C:4]([O:10][C@@H:11]([C:15]2[CH:20]=[CH:19][CH:18]=[CH:17][CH:16]=2)[CH2:12][CH2:13][I:21])[CH:3]=1, predict the reactants needed to synthesize it. The reactants are: [Cl:1][C:2]1[CH:9]=[CH:8][C:5]([C:6]#[N:7])=[C:4]([O:10][C@@H:11]([C:15]2[CH:20]=[CH:19][CH:18]=[CH:17][CH:16]=2)[CH2:12][CH2:13]Cl)[CH:3]=1.[I-:21].[Na+].